This data is from Full USPTO retrosynthesis dataset with 1.9M reactions from patents (1976-2016). The task is: Predict the reactants needed to synthesize the given product. Given the product [CH3:13][O:12][C:10](=[O:11])[CH2:9][CH2:8][C:5]1[CH:6]=[CH:7][C:2]([F:1])=[CH:3][C:4]=1[O:14][CH2:28][C@@H:29]1[CH2:31][O:30]1, predict the reactants needed to synthesize it. The reactants are: [F:1][C:2]1[CH:7]=[CH:6][C:5]([CH2:8][CH2:9][C:10]([O:12][CH3:13])=[O:11])=[C:4]([OH:14])[CH:3]=1.[N+](C1C=C(S(O[CH2:28][C@@H:29]2[CH2:31][O:30]2)(=O)=O)C=CC=1)([O-])=O.C([O-])([O-])=O.[Cs+].[Cs+].